The task is: Regression. Given two drug SMILES strings and cell line genomic features, predict the synergy score measuring deviation from expected non-interaction effect.. This data is from Merck oncology drug combination screen with 23,052 pairs across 39 cell lines. Drug 1: O=S1(=O)NC2(CN1CC(F)(F)F)C1CCC2Cc2cc(C=CCN3CCC(C(F)(F)F)CC3)ccc2C1. Drug 2: C#Cc1cccc(Nc2ncnc3cc(OCCOC)c(OCCOC)cc23)c1. Cell line: RPMI7951. Synergy scores: synergy=16.7.